This data is from Full USPTO retrosynthesis dataset with 1.9M reactions from patents (1976-2016). The task is: Predict the reactants needed to synthesize the given product. (1) Given the product [CH3:20][O:11][C:10](=[O:12])[C:9]1[CH:13]=[CH:14][C:6]([S:5][CH2:4][CH2:3][O:2][CH3:1])=[CH:7][CH:8]=1, predict the reactants needed to synthesize it. The reactants are: [CH3:1][O:2][CH2:3][CH2:4][S:5][C:6]1[CH:14]=[CH:13][C:9]([C:10]([OH:12])=[O:11])=[CH:8][CH:7]=1.S(=O)(=O)(O)O.[CH3:20]O. (2) Given the product [CH:8]1([NH:13][CH2:6][CH2:5][C:4]([NH:3][CH2:1][CH3:2])=[O:7])[CH2:12][CH2:11][CH2:10][CH2:9]1, predict the reactants needed to synthesize it. The reactants are: [CH2:1]([NH:3][C:4](=[O:7])[CH:5]=[CH2:6])[CH3:2].[CH:8]1([NH2:13])[CH2:12][CH2:11][CH2:10][CH2:9]1. (3) Given the product [CH3:1][C:2]1[N:3]([CH2:28][O:29][CH2:30][CH2:31][Si:32]([CH3:33])([CH3:35])[CH3:34])[C:4]([C:15]2[CH:20]=[CH:19][CH:18]=[CH:17][C:16]=2[O:21][C:22]2[CH:27]=[CH:26][CH:25]=[CH:24][CH:23]=2)=[C:5]2[CH:10]=[CH:9][NH:8][C:7](=[O:14])[C:6]=12, predict the reactants needed to synthesize it. The reactants are: [CH3:1][C:2]1[N:3]([CH2:28][O:29][CH2:30][CH2:31][Si:32]([CH3:35])([CH3:34])[CH3:33])[C:4]([C:15]2[CH:20]=[CH:19][CH:18]=[CH:17][C:16]=2[O:21][C:22]2[CH:27]=[CH:26][CH:25]=[CH:24][CH:23]=2)=[C:5]2[CH:10]=[C:9](C(O)=O)[NH:8][C:7](=[O:14])[C:6]=12.N1C2C(=CC=C3C=2N=CC=C3)C=CC=1. (4) Given the product [C:27]([O:31][C:32](=[O:38])[NH:33][CH2:34][CH2:35][CH2:36][I:25])([CH3:30])([CH3:29])[CH3:28], predict the reactants needed to synthesize it. The reactants are: C1(P(C2C=CC=CC=2)C2C=CC=CC=2)C=CC=CC=1.N1C=CN=C1.[I:25]I.[C:27]([O:31][C:32](=[O:38])[NH:33][CH2:34][CH2:35][CH2:36]O)([CH3:30])([CH3:29])[CH3:28]. (5) Given the product [O:16]=[C:14]1[NH:13][C:12](=[O:17])[CH:11]([CH2:10][C:7]2[CH:8]=[CH:9][C:4]([C:3]([OH:18])=[O:2])=[CH:5][CH:6]=2)[S:15]1, predict the reactants needed to synthesize it. The reactants are: C[O:2][C:3](=[O:18])[C:4]1[CH:9]=[CH:8][C:7]([CH2:10][CH:11]2[S:15][C:14](=[O:16])[NH:13][C:12]2=[O:17])=[CH:6][CH:5]=1.Cl. (6) Given the product [F:15][C:16]1[CH:17]=[C:18]([CH:22]([C:24]2[CH:29]=[CH:28][CH:27]=[C:26]([F:30])[CH:25]=2)[O:1][C:2]2[CH:11]=[CH:10][C:9]([N+:12]([O-:14])=[O:13])=[CH:8][C:3]=2[C:4]([O:6][CH3:7])=[O:5])[CH:19]=[CH:20][CH:21]=1, predict the reactants needed to synthesize it. The reactants are: [OH:1][C:2]1[CH:11]=[CH:10][C:9]([N+:12]([O-:14])=[O:13])=[CH:8][C:3]=1[C:4]([O:6][CH3:7])=[O:5].[F:15][C:16]1[CH:17]=[C:18]([CH:22]([C:24]2[CH:29]=[CH:28][CH:27]=[C:26]([F:30])[CH:25]=2)O)[CH:19]=[CH:20][CH:21]=1.C1(C)C=CC=CC=1.C1(P(C2C=CC=CC=2)C2C=CC=CC=2)C=CC=CC=1. (7) The reactants are: [OH:1][C:2]1[CH:9]=[CH:8][C:5]([C:6]#[N:7])=[CH:4][CH:3]=1.[I-].[Na+].[H-].[Na+].Cl[CH2:15][S:16][CH3:17]. Given the product [CH3:15][S:16][CH2:17][O:1][C:2]1[CH:9]=[CH:8][C:5]([C:6]#[N:7])=[CH:4][CH:3]=1, predict the reactants needed to synthesize it.